Dataset: Catalyst prediction with 721,799 reactions and 888 catalyst types from USPTO. Task: Predict which catalyst facilitates the given reaction. (1) Reactant: [NH2:1][C:2]1[CH:6]=[C:5]([CH3:7])[S:4][C:3]=1[C:8]([O:10]C)=O.Cl.[C:13]([C:15]([O:17][CH3:18])=[O:16])#[N:14].[C:19]([O-])(O)=O.[Na+]. Product: [CH3:7][C:5]1[S:4][C:3]2[C:8](=[O:10])[NH:14][C:13]([C:15]([O:17][CH2:18][CH3:19])=[O:16])=[N:1][C:2]=2[CH:6]=1. The catalyst class is: 15. (2) Reactant: [I:1][CH2:2][C:3](O[C:3](=[O:4])[CH2:2][I:1])=[O:4].[NH2:10][CH2:11][CH2:12][O:13][CH2:14][CH2:15][O:16][CH2:17][CH2:18][O:19][CH2:20][CH2:21][O:22][CH2:23][CH2:24][C:25](=[O:92])[NH:26][CH2:27][C:28]#[C:29][C:30]1[CH:31]=[C:32]([CH2:64][O:65][C:66]2[C:67]([O:90][CH3:91])=[CH:68][C:69]3[C:75](=[O:76])[N:74]4[CH:77]=[C:78]([CH3:80])[CH2:79][C@H:73]4[C@H:72]([OH:81])[N:71]([C:82]([O:84][C:85]([CH3:88])([CH3:87])[CH3:86])=[O:83])[C:70]=3[CH:89]=2)[CH:33]=[C:34]([CH2:36][O:37][C:38]2[C:39]([O:62][CH3:63])=[CH:40][C:41]3[C:47](=[O:48])[N:46]4[CH:49]=[C:50]([CH3:52])[CH2:51][C@H:45]4[C@H:44]([OH:53])[N:43]([C:54]([O:56][C:57]([CH3:60])([CH3:59])[CH3:58])=[O:55])[C:42]=3[CH:61]=2)[CH:35]=1. Product: [I:1][CH2:2][C:3](=[O:4])[NH:10][CH2:11][CH2:12][O:13][CH2:14][CH2:15][O:16][CH2:17][CH2:18][O:19][CH2:20][CH2:21][O:22][CH2:23][CH2:24][C:25](=[O:92])[NH:26][CH2:27][C:28]#[C:29][C:30]1[CH:31]=[C:32]([CH2:64][O:65][C:66]2[C:67]([O:90][CH3:91])=[CH:68][C:69]3[C:75](=[O:76])[N:74]4[CH:77]=[C:78]([CH3:80])[CH2:79][C@H:73]4[C@H:72]([OH:81])[N:71]([C:82]([O:84][C:85]([CH3:88])([CH3:87])[CH3:86])=[O:83])[C:70]=3[CH:89]=2)[CH:33]=[C:34]([CH2:36][O:37][C:38]2[C:39]([O:62][CH3:63])=[CH:40][C:41]3[C:47](=[O:48])[N:46]4[CH:49]=[C:50]([CH3:52])[CH2:51][C@H:45]4[C@H:44]([OH:53])[N:43]([C:54]([O:56][C:57]([CH3:59])([CH3:60])[CH3:58])=[O:55])[C:42]=3[CH:61]=2)[CH:35]=1. The catalyst class is: 4. (3) Reactant: [F:1][C:2]1[CH:3]=[C:4]([SH:9])[CH:5]=[C:6]([F:8])[CH:7]=1.[Br:10][CH2:11][CH2:12][CH2:13]O.C(=O)([O-])[O-].[K+].[K+].[Br-].[Br-].C1(P(C2C=CC=CC=2)C2C=CC=CC=2)C=CC=CC=1. Product: [Br:10][CH2:11][CH2:12][CH2:13][S:9][C:4]1[CH:3]=[C:2]([F:1])[CH:7]=[C:6]([F:8])[CH:5]=1. The catalyst class is: 10. (4) Reactant: FC(F)(F)C(O)=O.[O:8]1[C:12]2[CH:13]=[CH:14][CH:15]=[CH:16][C:11]=2[NH:10][C:9]1=[C:17]([C:37]#[N:38])[C:18]1[C:23]([CH3:24])=[CH:22][N:21]=[C:20]([NH:25][CH2:26][C:27]2[CH:36]=[CH:35][C:30]([C:31]([O:33]C)=[O:32])=[CH:29][CH:28]=2)[N:19]=1.[OH-].[Na+]. Product: [O:8]1[C:12]2[CH:13]=[CH:14][CH:15]=[CH:16][C:11]=2[NH:10][C:9]1=[C:17]([C:37]#[N:38])[C:18]1[C:23]([CH3:24])=[CH:22][N:21]=[C:20]([NH:25][CH2:26][C:27]2[CH:28]=[CH:29][C:30]([C:31]([OH:33])=[O:32])=[CH:35][CH:36]=2)[N:19]=1. The catalyst class is: 14. (5) Reactant: [OH:1][CH2:2][CH2:3][O:4][CH2:5][CH2:6][O:7][CH2:8][CH2:9][O:10][C:11]1[CH:16]=[CH:15][C:14](/[CH:17]=[CH:18]/[C:19]2[CH:24]=[CH:23][C:22]([N+:25]([O-])=O)=[CH:21][CH:20]=2)=[CH:13][N:12]=1.Cl. Product: [OH:1][CH2:2][CH2:3][O:4][CH2:5][CH2:6][O:7][CH2:8][CH2:9][O:10][C:11]1[CH:16]=[CH:15][C:14](/[CH:17]=[CH:18]/[C:19]2[CH:24]=[CH:23][C:22]([NH2:25])=[CH:21][CH:20]=2)=[CH:13][N:12]=1. The catalyst class is: 8. (6) Reactant: [Cl:1][C:2]1[CH:7]=[CH:6][C:5]([C:8](=O)[CH:9]([CH2:12][CH3:13])[C:10]#[N:11])=[CH:4][CH:3]=1.[NH2:15][NH2:16]. Product: [Cl:1][C:2]1[CH:3]=[CH:4][C:5]([C:8]2[C:9]([CH2:12][CH3:13])=[C:10]([NH2:11])[NH:16][N:15]=2)=[CH:6][CH:7]=1. The catalyst class is: 8.